From a dataset of Human liver microsome stability data. Regression/Classification. Given a drug SMILES string, predict its absorption, distribution, metabolism, or excretion properties. Task type varies by dataset: regression for continuous measurements (e.g., permeability, clearance, half-life) or binary classification for categorical outcomes (e.g., BBB penetration, CYP inhibition). Dataset: hlm. (1) The molecule is CCC(CC)c1nc(Nc2ccc(Cl)c(Cl)c2)nc(NC(C)C)n1. The result is 0 (unstable in human liver microsomes). (2) The drug is CN(C)c1ccc(C(=O)N2CCCN(C(=O)Nc3ccc(C(C)(C)C)cc3)CC2)cc1. The result is 1 (stable in human liver microsomes). (3) The molecule is COc1ccccc1-c1cc(C2=Nc3c(C(C)(C)C)nn(CCCO)c3C(=O)NC2)ccc1OC. The result is 0 (unstable in human liver microsomes). (4) The molecule is CNC(=O)c1c(-c2ccc(F)cc2)oc2nc(CCC(F)(F)F)c(-c3cccc(C(=O)NC(C)(C)c4ncon4)c3)cc12. The result is 0 (unstable in human liver microsomes). (5) The molecule is CCN(C(=O)c1ccc2c(c1)N(C1CC1)C(C)C(=O)N2C)C1CCCCC1. The result is 1 (stable in human liver microsomes). (6) The compound is C[C@@H]1CCCN1CCCOc1ccc(C(=O)CN2CCN(C(=O)c3ccccc3)CC2)cc1. The result is 0 (unstable in human liver microsomes). (7) The drug is COC(=O)N[C@H](C(=O)N1CCC[C@H]1c1nc(Cl)c(-c2ccc(-c3ccc(-c4[nH]c([C@@H]5CCCN5C(=O)[C@@H](NC(=O)OC)C(C)C)nc4Cl)cc3)cc2)[nH]1)C(C)C. The result is 0 (unstable in human liver microsomes). (8) The molecule is Cc1cnc(NC(=O)CCCOc2ccccc2)s1. The result is 1 (stable in human liver microsomes). (9) The drug is Cc1nc2ccccc2n1Cc1ccc(C(=O)N(C)[C@@H]2CCN(C3CCC3)C2)cc1. The result is 0 (unstable in human liver microsomes). (10) The molecule is CCOP(=O)(O)c1ccc(C(F)(F)F)cc1. The result is 0 (unstable in human liver microsomes).